From a dataset of Full USPTO retrosynthesis dataset with 1.9M reactions from patents (1976-2016). Predict the reactants needed to synthesize the given product. (1) Given the product [OH:31][CH:29]1[CH2:28][CH:27]([N:25]2[CH:26]=[C:22]([NH:21][C:15](=[O:17])[CH:14]([NH:13][CH:7]3[CH2:6][CH2:5][C:4]4[C:9](=[C:10]([F:12])[CH:11]=[C:2]([F:1])[CH:3]=4)[CH2:8]3)[CH2:18][CH2:19][CH3:20])[N:23]=[CH:24]2)[CH2:30]1, predict the reactants needed to synthesize it. The reactants are: [F:1][C:2]1[CH:3]=[C:4]2[C:9](=[C:10]([F:12])[CH:11]=1)[CH2:8][CH:7]([NH:13][CH:14]([CH2:18][CH2:19][CH3:20])[C:15]([OH:17])=O)[CH2:6][CH2:5]2.[NH2:21][C:22]1[N:23]=[CH:24][N:25]([CH:27]2[CH2:30][CH:29]([OH:31])[CH2:28]2)[CH:26]=1. (2) Given the product [Cl:1][C:2]1[CH:7]=[C:6]([C:8]2[O:9][C:10]([C:13]3[N:14]=[C:15]4[C:20]([Cl:21])=[CH:19][C:18]([C:22]([F:23])([F:25])[F:24])=[CH:17][N:16]4[CH:26]=3)=[N:11][N:12]=2)[C:5]([Cl:27])=[CH:4][C:3]=1[O:28][CH2:40][CH:41]1[CH2:45][O:44][C:43](=[O:46])[NH:42]1, predict the reactants needed to synthesize it. The reactants are: [Cl:1][C:2]1[CH:7]=[C:6]([C:8]2[O:9][C:10]([C:13]3[N:14]=[C:15]4[C:20]([Cl:21])=[CH:19][C:18]([C:22]([F:25])([F:24])[F:23])=[CH:17][N:16]4[CH:26]=3)=[N:11][N:12]=2)[C:5]([Cl:27])=[CH:4][C:3]=1[OH:28].CC1C=CC(S(O[CH2:40][CH:41]2[CH2:45][O:44][C:43](=[O:46])[NH:42]2)(=O)=O)=CC=1.C([O-])([O-])=O.[K+].[K+].